From a dataset of NCI-60 drug combinations with 297,098 pairs across 59 cell lines. Regression. Given two drug SMILES strings and cell line genomic features, predict the synergy score measuring deviation from expected non-interaction effect. (1) Drug 1: CCCCCOC(=O)NC1=NC(=O)N(C=C1F)C2C(C(C(O2)C)O)O. Drug 2: C1=CC=C(C=C1)NC(=O)CCCCCCC(=O)NO. Cell line: NCI-H226. Synergy scores: CSS=1.44, Synergy_ZIP=-1.96, Synergy_Bliss=-2.19, Synergy_Loewe=-2.01, Synergy_HSA=-1.34. (2) Drug 1: CC1=C(C=C(C=C1)NC2=NC=CC(=N2)N(C)C3=CC4=NN(C(=C4C=C3)C)C)S(=O)(=O)N.Cl. Drug 2: C1CCC(C1)C(CC#N)N2C=C(C=N2)C3=C4C=CNC4=NC=N3. Cell line: T-47D. Synergy scores: CSS=1.18, Synergy_ZIP=1.27, Synergy_Bliss=4.24, Synergy_Loewe=-2.65, Synergy_HSA=-0.921. (3) Drug 1: CC1=C(C=C(C=C1)NC2=NC=CC(=N2)N(C)C3=CC4=NN(C(=C4C=C3)C)C)S(=O)(=O)N.Cl. Drug 2: COCCOC1=C(C=C2C(=C1)C(=NC=N2)NC3=CC=CC(=C3)C#C)OCCOC.Cl. Cell line: A498. Synergy scores: CSS=24.0, Synergy_ZIP=9.66, Synergy_Bliss=11.8, Synergy_Loewe=0.554, Synergy_HSA=8.80.